Dataset: Forward reaction prediction with 1.9M reactions from USPTO patents (1976-2016). Task: Predict the product of the given reaction. (1) Given the reactants [C:1]([O:5][C:6](=[O:21])[NH:7][C:8]1([C:15]2[CH:20]=[CH:19][CH:18]=[CH:17][CH:16]=2)[CH2:12][CH:11](O)[O:10][C:9]1=[O:14])([CH3:4])([CH3:3])[CH3:2].C([O-])(O)=O.[Na+].[NH2:27][C@H:28]([C:31]([O:33][CH3:34])=[O:32])[CH2:29][SH:30].Cl.O, predict the reaction product. The product is: [CH3:34][O:33][C:31]([CH:28]1[CH2:29][S:30][CH:11]([CH2:12][C:8]([NH:7][C:6]([O:5][C:1]([CH3:4])([CH3:3])[CH3:2])=[O:21])([C:9]([OH:10])=[O:14])[C:15]2[CH:20]=[CH:19][CH:18]=[CH:17][CH:16]=2)[NH:27]1)=[O:32]. (2) Given the reactants F[C:2]1[CH:7]=[CH:6][CH:5]=[CH:4][N:3]=1.[CH3:8][NH:9][CH2:10][CH2:11][NH:12][CH3:13].C(=O)([O-])[O-].[Na+].[Na+], predict the reaction product. The product is: [CH3:8][N:9]([C:2]1[CH:7]=[CH:6][CH:5]=[CH:4][N:3]=1)[CH2:10][CH2:11][NH:12][CH3:13]. (3) Given the reactants C([O:4][C@H:5]1[C@H:10]([O:11]C(=O)C)[C@@H:9]([O:15]C(=O)C)[C@H:8]([C:19]2[CH:28]=[C:27]([CH2:29][C:30]3[CH:35]=[CH:34][C:33]([CH:36]4[CH2:38][CH2:37]4)=[CH:32][CH:31]=3)[C:26]([Cl:39])=[C:25]3[C:20]=2[CH2:21][CH2:22][CH2:23][O:24]3)[O:7][C@@H:6]1[CH2:40][O:41]C(=O)C)(=O)C.C[O-].[Na+].CC(O)=O, predict the reaction product. The product is: [Cl:39][C:26]1[C:27]([CH2:29][C:30]2[CH:31]=[CH:32][C:33]([CH:36]3[CH2:38][CH2:37]3)=[CH:34][CH:35]=2)=[CH:28][C:19]([C@H:8]2[C@H:9]([OH:15])[C@@H:10]([OH:11])[C@H:5]([OH:4])[C@@H:6]([CH2:40][OH:41])[O:7]2)=[C:20]2[C:25]=1[O:24][CH2:23][CH2:22][CH2:21]2. (4) Given the reactants [Cl:1][C:2]1[C:11]([CH:12]=[O:13])=[CH:10][C:9]2[C:4](=[CH:5][C:6]([Cl:14])=[CH:7][CH:8]=2)[N:3]=1.C1C=C[NH+]=CC=1.C1C=C[NH+]=CC=1.[O-:27][Cr](O[Cr]([O-])(=O)=O)(=O)=O.CN(C=O)C, predict the reaction product. The product is: [Cl:1][C:2]1[C:11]([C:12]([OH:27])=[O:13])=[CH:10][C:9]2[C:4](=[CH:5][C:6]([Cl:14])=[CH:7][CH:8]=2)[N:3]=1. (5) Given the reactants [CH3:1][O:2][CH2:3][O:4][C:5]1[CH:10]=[C:9]([O:11][CH2:12][O:13][CH3:14])[CH:8]=[CH:7][C:6]=1[C:15]1(O)[CH2:24][CH2:23][C:18]2([O:22][CH2:21][CH2:20][O:19]2)[CH2:17][CH2:16]1.C12(CS(O)(=O)=O)C(C)(C)C(CC1)CC2=O.C(=O)(O)[O-].[Na+], predict the reaction product. The product is: [CH3:1][O:2][CH2:3][O:4][C:5]1[CH:10]=[C:9]([O:11][CH2:12][O:13][CH3:14])[CH:8]=[CH:7][C:6]=1[C:15]1[CH2:24][CH2:23][C:18]2([O:19][CH2:20][CH2:21][O:22]2)[CH2:17][CH:16]=1. (6) The product is: [O:3]=[C:4]1[C:13]2[C:8](=[CH:9][C:10]([C:14]3[CH:19]=[N:18][C:17]([NH:20][C:21]4[CH:22]=[N:23][C:24]([C:27]([F:28])([F:29])[F:30])=[CH:25][CH:26]=4)=[CH:16][N:15]=3)=[CH:11][CH:12]=2)[CH2:7][CH2:6][C:5]1([CH2:36][C:37]([OH:39])=[O:38])[CH2:31][C:32]([F:34])([F:35])[F:33]. Given the reactants [OH-].[Li+].[O:3]=[C:4]1[C:13]2[C:8](=[CH:9][C:10]([C:14]3[CH:19]=[N:18][C:17]([NH:20][C:21]4[CH:22]=[N:23][C:24]([C:27]([F:30])([F:29])[F:28])=[CH:25][CH:26]=4)=[CH:16][N:15]=3)=[CH:11][CH:12]=2)[CH2:7][CH2:6][C:5]1([CH2:36][C:37]([O:39]CC)=[O:38])[CH2:31][C:32]([F:35])([F:34])[F:33], predict the reaction product. (7) Given the reactants [Cl:1][C:2]1[CH:7]=[C:6]([OH:8])[CH:5]=[CH:4][C:3]=1[CH:9]([CH3:29])[C:10]([C:16]1[CH:17]=[CH:18][C:19]2[O:24][CH2:23][C:22](=[O:25])[N:21]([CH2:26][CH3:27])[C:20]=2[CH:28]=1)([OH:15])[C:11]([F:14])([F:13])[F:12].C(N(CC)CC)C.[F:37][C:38]([F:51])([F:50])[S:39](O[S:39]([C:38]([F:51])([F:50])[F:37])(=[O:41])=[O:40])(=[O:41])=[O:40], predict the reaction product. The product is: [Cl:1][C:2]1[CH:7]=[C:6]([O:8][S:39]([C:38]([F:51])([F:50])[F:37])(=[O:41])=[O:40])[CH:5]=[CH:4][C:3]=1[CH:9]([CH3:29])[C:10]([C:16]1[CH:17]=[CH:18][C:19]2[O:24][CH2:23][C:22](=[O:25])[N:21]([CH2:26][CH3:27])[C:20]=2[CH:28]=1)([OH:15])[C:11]([F:12])([F:13])[F:14]. (8) Given the reactants Cl[C:2]1[C:11]2[CH:10]=[C:9]([F:12])[C:8]([O:13][CH3:14])=[CH:7][C:6]=2[C:5]2[CH2:15][CH2:16][CH2:17][O:18][C:4]=2[N:3]=1.[F-:19].[Cs+].CS(C)=O, predict the reaction product. The product is: [F:19][C:2]1[C:11]2[CH:10]=[C:9]([F:12])[C:8]([O:13][CH3:14])=[CH:7][C:6]=2[C:5]2[CH2:15][CH2:16][CH2:17][O:18][C:4]=2[N:3]=1. (9) Given the reactants [C:1]1([CH2:7][C@H:8]([NH:20][C:21]([C:23]2[NH:32][C:26]3=[CH:27][N:28]=[C:29]([Cl:31])[CH:30]=[C:25]3[CH:24]=2)=[O:22])[C:9]2([C:14]3[CH:19]=[CH:18][CH:17]=[CH:16][CH:15]=3)OCC[O:10]2)[CH:6]=[CH:5][CH:4]=[CH:3][CH:2]=1.Cl, predict the reaction product. The product is: [CH2:7]([C@H:8]([NH:20][C:21]([C:23]1[NH:32][C:26]2=[CH:27][N:28]=[C:29]([Cl:31])[CH:30]=[C:25]2[CH:24]=1)=[O:22])[C:9](=[O:10])[C:14]1[CH:15]=[CH:16][CH:17]=[CH:18][CH:19]=1)[C:1]1[CH:6]=[CH:5][CH:4]=[CH:3][CH:2]=1.